Dataset: Full USPTO retrosynthesis dataset with 1.9M reactions from patents (1976-2016). Task: Predict the reactants needed to synthesize the given product. Given the product [C:28]([O:32][C:33](=[O:39])[C:34]([CH3:38])([CH3:37])[CH2:35][NH:36][C:6]([C:8]1[N:9]=[C:10]([C:26]#[N:27])[C:11]2[C:16]([C:17]=1[OH:18])=[CH:15][CH:14]=[C:13]([O:19][CH:20]1[CH2:25][CH2:24][CH2:23][CH2:22][CH2:21]1)[CH:12]=2)=[O:7])([CH3:31])([CH3:29])[CH3:30], predict the reactants needed to synthesize it. The reactants are: C(O[C:6]([C:8]1[N:9]=[C:10]([C:26]#[N:27])[C:11]2[C:16]([C:17]=1[OH:18])=[CH:15][CH:14]=[C:13]([O:19][CH:20]1[CH2:25][CH2:24][CH2:23][CH2:22][CH2:21]1)[CH:12]=2)=[O:7])CCC.[C:28]([O:32][C:33](=[O:39])[C:34]([CH3:38])([CH3:37])[CH2:35][NH2:36])([CH3:31])([CH3:30])[CH3:29].C(O)(=O)C.